Dataset: Forward reaction prediction with 1.9M reactions from USPTO patents (1976-2016). Task: Predict the product of the given reaction. Given the reactants [C:1](=[O:4])([O-])[O-].[K+].[K+].Br[C:8]1[CH:9]=[C:10]([CH:13]=[CH:14][C:15]=1[CH:16]1[NH:21][C:20](=O)[N:19]([C:23]2[CH:28]=[CH:27][CH:26]=[C:25]([C:29]([F:32])([F:31])[F:30])[CH:24]=2)[C:18]2[CH2:33][CH2:34][NH:35][C:36](=[O:37])[C:17]1=2)[C:11]#[N:12].[N:38]1[CH:43]=[CH:42][C:41](B(O)O)=[CH:40][CH:39]=1, predict the reaction product. The product is: [CH3:20][N:21]1[CH:16]([C:15]2[CH:14]=[CH:13][C:10]([C:11]#[N:12])=[CH:9][C:8]=2[C:41]2[CH:42]=[CH:43][N:38]=[CH:39][CH:40]=2)[C:17]2[C:36](=[O:37])[NH:35][CH2:34][CH2:33][C:18]=2[N:19]([C:23]2[CH:28]=[CH:27][CH:26]=[C:25]([C:29]([F:31])([F:32])[F:30])[CH:24]=2)[C:1]1=[O:4].